This data is from Forward reaction prediction with 1.9M reactions from USPTO patents (1976-2016). The task is: Predict the product of the given reaction. (1) Given the reactants [Br:1][C:2]1[C:3]([OH:17])=[C:4]2[C:9](=[CH:10][CH:11]=1)[NH:8][C:7](=[O:12])[CH:6]=[C:5]2[C:13]([F:16])([F:15])[F:14].[F-].[Cs+].[CH2:20](Br)[C:21]1[CH:26]=[CH:25][CH:24]=[CH:23][CH:22]=1.OS([O-])(=O)=O.[Na+], predict the reaction product. The product is: [CH2:20]([O:17][C:3]1[C:2]([Br:1])=[CH:11][CH:10]=[C:9]2[C:4]=1[C:5]([C:13]([F:16])([F:15])[F:14])=[CH:6][C:7](=[O:12])[NH:8]2)[C:21]1[CH:26]=[CH:25][CH:24]=[CH:23][CH:22]=1. (2) The product is: [CH3:9][O:8][C:6]1[CH:5]=[CH:4][C:3]([C:10]([C:12]2[CH:13]=[N:14][C:15]([O:18][CH2:19][CH2:20][C:21]3[N:22]=[C:23]([C:27]4[CH:28]=[CH:29][CH:30]=[CH:31][CH:32]=4)[O:24][C:25]=3[CH3:26])=[CH:16][CH:17]=2)=[O:11])=[C:2]([CH:7]=1)[O:1][C@H:34]([CH3:41])[C:35]([O:37][CH2:38][CH:39]=[CH2:40])=[O:36]. Given the reactants [OH:1][C:2]1[CH:7]=[C:6]([O:8][CH3:9])[CH:5]=[CH:4][C:3]=1[C:10]([C:12]1[CH:13]=[N:14][C:15]([O:18][CH2:19][CH2:20][C:21]2[N:22]=[C:23]([C:27]3[CH:32]=[CH:31][CH:30]=[CH:29][CH:28]=3)[O:24][C:25]=2[CH3:26])=[CH:16][CH:17]=1)=[O:11].O[C@@H:34]([CH3:41])[C:35]([O:37][CH2:38][CH:39]=[CH2:40])=[O:36].C1(P(C2C=CC=CC=2)C2C=CC=CC=2)C=CC=CC=1.N(C(OCC)=O)=NC(OCC)=O, predict the reaction product. (3) Given the reactants [CH3:1][N:2]1[C:6]2[CH:7]=[CH:8][CH:9]=[CH:10][C:5]=2[N:4]=[C:3]1[O:11][C:12]1[CH:17]=[CH:16][C:15]([NH:18][C:19]2[C:24]([NH2:25])=[CH:23][N:22]=[CH:21][N:20]=2)=[CH:14][CH:13]=1.C1N=CN([C:31](N2C=NC=C2)=[O:32])C=1, predict the reaction product. The product is: [CH3:1][N:2]1[C:6]2[CH:7]=[CH:8][CH:9]=[CH:10][C:5]=2[N:4]=[C:3]1[O:11][C:12]1[CH:17]=[CH:16][C:15]([N:18]2[C:31](=[O:32])[NH:25][C:24]3[C:19]2=[N:20][CH:21]=[N:22][CH:23]=3)=[CH:14][CH:13]=1. (4) Given the reactants [Br:1][CH2:2][C:3]1[CH:4]=[C:5]2[C:10](=[C:11]([Br:13])[CH:12]=1)[N:9]=[CH:8][CH:7]=[CH:6]2.C1C(=O)N([Br:21])C(=O)C1, predict the reaction product. The product is: [Br:1][CH:2]([Br:21])[C:3]1[CH:4]=[C:5]2[C:10](=[C:11]([Br:13])[CH:12]=1)[N:9]=[CH:8][CH:7]=[CH:6]2.